Task: Predict which catalyst facilitates the given reaction.. Dataset: Catalyst prediction with 721,799 reactions and 888 catalyst types from USPTO (1) Reactant: [F:1][C:2]1[CH:7]=[CH:6][C:5]([N+:8]([O-])=O)=[CH:4][C:3]=1[C@:11]1([CH3:22])[CH2:16][S:15](=[O:18])(=[O:17])[C:14]([CH3:20])([CH3:19])[C:13]([NH2:21])=[N:12]1.C(N(CC)CC)C. Product: [NH2:8][C:5]1[CH:6]=[CH:7][C:2]([F:1])=[C:3]([C@:11]2([CH3:22])[CH2:16][S:15](=[O:17])(=[O:18])[C:14]([CH3:19])([CH3:20])[C:13]([NH2:21])=[N:12]2)[CH:4]=1. The catalyst class is: 29. (2) Product: [N:19]1([CH:14]([C:11]2[CH:10]=[CH:9][C:8]([C:5]3[CH:6]=[CH:7][C:2]([F:1])=[CH:3][CH:4]=3)=[CH:13][N:12]=2)[CH3:15])[CH:18]=[CH:17][N:21]=[CH:20]1. Reactant: [F:1][C:2]1[CH:7]=[CH:6][C:5]([C:8]2[CH:9]=[CH:10][C:11]([CH:14](O)[CH3:15])=[N:12][CH:13]=2)=[CH:4][CH:3]=1.[CH:17]1[N:21]=[CH:20][N:19](C([N:19]2[CH:20]=[N:21][CH:17]=[CH:18]2)=O)[CH:18]=1. The catalyst class is: 514. (3) Reactant: [N+:1]([C:4]1[CH:13]=[CH:12][CH:11]=[C:10]2[C:5]=1[CH:6]=[CH:7][N:8]=[CH:9]2)([O-])=O.[NH4+].[Cl-].C(OCC)(=O)C. Product: [NH2:1][C:4]1[CH:13]=[CH:12][CH:11]=[C:10]2[C:5]=1[CH:6]=[CH:7][N:8]=[CH:9]2. The catalyst class is: 314. (4) Reactant: [N:1]1[CH:6]=[CH:5][CH:4]=[CH:3][C:2]=1[N:7]1[CH2:12][CH2:11][NH:10][CH2:9][CH2:8]1.[C:13](O[C:13]([O:15][C:16]([CH3:19])([CH3:18])[CH3:17])=[O:14])([O:15][C:16]([CH3:19])([CH3:18])[CH3:17])=[O:14]. Product: [N:1]1[CH:6]=[CH:5][CH:4]=[CH:3][C:2]=1[N:7]1[CH2:8][CH2:9][N:10]([C:13]([O:15][C:16]([CH3:19])([CH3:18])[CH3:17])=[O:14])[CH2:11][CH2:12]1. The catalyst class is: 10. (5) Reactant: [CH3:1][O:2][C:3]1[N:8]=[N:7][C:6]([NH2:9])=[CH:5][CH:4]=1.C[Si]([N-][Si](C)(C)C)(C)C.[Na+].Cl[C:21]1[N:26]=[C:25]([N:27]2[CH2:32][CH2:31][O:30][CH2:29][CH2:28]2)[N:24]=[C:23]([N:33]2[C:37]3[CH:38]=[CH:39][CH:40]=[C:41]([O:42][CH3:43])[C:36]=3[N:35]=[C:34]2[CH:44]([F:46])[F:45])[N:22]=1.C(O)(=O)C. Product: [F:46][CH:44]([F:45])[C:34]1[N:33]([C:23]2[N:24]=[C:25]([N:27]3[CH2:32][CH2:31][O:30][CH2:29][CH2:28]3)[N:26]=[C:21]([NH:9][C:6]3[N:7]=[N:8][C:3]([O:2][CH3:1])=[CH:4][CH:5]=3)[N:22]=2)[C:37]2[CH:38]=[CH:39][CH:40]=[C:41]([O:42][CH3:43])[C:36]=2[N:35]=1. The catalyst class is: 20. (6) Reactant: [F:1][C:2]1[CH:7]=[C:6]([OH:8])[CH:5]=[C:4]([F:9])[C:3]=1[C:10]1[N:15]=[C:14]([C:16]([O:18][CH3:19])=[O:17])[CH:13]=[CH:12][C:11]=1[F:20].C(=O)([O-])[O-].[K+].[K+].FC(F)(F)S(O[CH2:33][C:34]([F:37])([F:36])[F:35])(=O)=O. Product: [F:1][C:2]1[CH:7]=[C:6]([O:8][CH2:33][C:34]([F:37])([F:36])[F:35])[CH:5]=[C:4]([F:9])[C:3]=1[C:10]1[N:15]=[C:14]([C:16]([O:18][CH3:19])=[O:17])[CH:13]=[CH:12][C:11]=1[F:20]. The catalyst class is: 39. (7) Reactant: [Cl:1][C:2]1[CH:3]=[CH:4][C:5]([O:36][CH:37]([F:39])[F:38])=[C:6]([C:8]2[C:12]([NH:13][C:14]([C:16]3[CH:17]=[N:18][N:19]4[CH:24]=[CH:23][CH:22]=[N:21][C:20]=34)=[O:15])=[CH:11][N:10]([CH2:25][C:26]([N:28]3[CH2:35][C@@H:34]4[C@@H:30]([CH2:31][NH:32][CH2:33]4)[CH2:29]3)=[O:27])[N:9]=2)[CH:7]=1.C(=O)([O-])[O-].[K+].[K+].Br[CH2:47][CH3:48]. Product: [ClH:1].[Cl:1][C:2]1[CH:3]=[CH:4][C:5]([O:36][CH:37]([F:39])[F:38])=[C:6]([C:8]2[C:12]([NH:13][C:14]([C:16]3[CH:17]=[N:18][N:19]4[CH:24]=[CH:23][CH:22]=[N:21][C:20]=34)=[O:15])=[CH:11][N:10]([CH2:25][C:26]([N:28]3[CH2:29][C@@H:30]4[C@@H:34]([CH2:33][N:32]([CH2:47][CH3:48])[CH2:31]4)[CH2:35]3)=[O:27])[N:9]=2)[CH:7]=1. The catalyst class is: 10. (8) Reactant: [Cl:1][C:2]1[C:10]2[N:9]=[C:8]3[N:11]([C:15]4[CH:20]=[CH:19][C:18]([O:21][CH3:22])=[CH:17][C:16]=4[Cl:23])[CH2:12][CH2:13][CH2:14][N:7]3[C:6]=2[C:5]([CH:24]([OH:27])[CH2:25][CH3:26])=[CH:4][CH:3]=1.[C:28](OC=C)(=O)[CH3:29].C(=O)([O-])[O-].[Na+].[Na+]. Product: [Cl:1][C:2]1[C:10]2[N:9]=[C:8]3[N:11]([C:15]4[CH:20]=[CH:19][C:18]([O:21][CH3:22])=[CH:17][C:16]=4[Cl:23])[CH2:12][CH2:13][CH2:14][N:7]3[C:6]=2[C:5]([CH:24]([O:27][CH:28]=[CH2:29])[CH2:25][CH3:26])=[CH:4][CH:3]=1. The catalyst class is: 262. (9) Product: [Si:21]([O:16][C@H:12]1[CH2:13][CH2:14][CH2:15][N:10]([C:9]2[CH:8]=[CH:7][N:6]=[CH:5][C:4]=2[N+:1]([O-:3])=[O:2])[CH2:11]1)([C:18]([CH3:20])([CH3:19])[CH3:17])([CH3:23])[CH3:22]. Reactant: [N+:1]([C:4]1[CH:5]=[N:6][CH:7]=[CH:8][C:9]=1[N:10]1[CH2:15][CH2:14][CH2:13][C@H:12]([OH:16])[CH2:11]1)([O-:3])=[O:2].[CH3:17][C:18]([Si:21](Cl)([CH3:23])[CH3:22])([CH3:20])[CH3:19].N1C=CN=C1. The catalyst class is: 3.